Dataset: Full USPTO retrosynthesis dataset with 1.9M reactions from patents (1976-2016). Task: Predict the reactants needed to synthesize the given product. (1) Given the product [F:19][C:16]1[CH:17]=[CH:18][C:13]([C:11]2[O:1][N:2]=[C:3]([C:4]3[CH:5]=[N:6][CH:7]=[CH:8][CH:9]=3)[CH:12]=2)=[CH:14][CH:15]=1, predict the reactants needed to synthesize it. The reactants are: [OH:1][N:2]=[C:3](Cl)[C:4]1[CH:9]=[CH:8][CH:7]=[N:6][CH:5]=1.[C:11]([C:13]1[CH:18]=[CH:17][C:16]([F:19])=[CH:15][CH:14]=1)#[CH:12].N. (2) The reactants are: [CH3:1][O:2][C:3]1[CH:11]=[C:10]([C:12]([F:15])([F:14])[F:13])[CH:9]=[CH:8][C:4]=1[C:5]([OH:7])=O.C[O:17][C:18](=[O:37])[CH2:19][CH2:20][C:21]1[CH:26]=[CH:25][C:24]([O:27][C:28]2[CH:33]=[CH:32][CH:31]=[C:30]([CH2:34][NH2:35])[CH:29]=2)=[CH:23][C:22]=1[CH3:36]. Given the product [CH3:1][O:2][C:3]1[CH:11]=[C:10]([C:12]([F:15])([F:14])[F:13])[CH:9]=[CH:8][C:4]=1[C:5]([NH:35][CH2:34][C:30]1[CH:29]=[C:28]([CH:33]=[CH:32][CH:31]=1)[O:27][C:24]1[CH:25]=[CH:26][C:21]([CH2:20][CH2:19][C:18]([OH:37])=[O:17])=[C:22]([CH3:36])[CH:23]=1)=[O:7], predict the reactants needed to synthesize it. (3) The reactants are: [CH:1]1([C:4]2[CH:28]=C[CH:26]=[CH:25][C:5]=2[C:6]([NH:8][C@H:9]2[CH2:13][CH2:12][CH2:11][C@@H:10]2[NH:14][C:15]2[S:16][C:17]3[CH:23]=[C:22]([F:24])[CH:21]=[CH:20][C:18]=3[N:19]=2)=[O:7])[CH2:3][CH2:2]1.CC1C=CC=C(C)C=1C(Cl)=O.Cl.FC1C=CC2N=C(N[C@H]3CCC[C@@H]3N)SC=2C=1. Given the product [F:24][C:22]1[CH:21]=[CH:20][C:18]2[N:19]=[C:15]([NH:14][C@H:10]3[CH2:11][CH2:12][CH2:13][C@@H:9]3[NH:8][C:6](=[O:7])[C:5]3[C:25]([CH3:26])=[CH:3][CH:2]=[CH:1][C:4]=3[CH3:28])[S:16][C:17]=2[CH:23]=1, predict the reactants needed to synthesize it. (4) Given the product [CH3:1][C:2]1[N:7]=[C:6]([O:8][CH2:11][C:12]([O:14][CH3:15])=[O:13])[CH:5]=[C:4]([CH3:9])[N:3]=1, predict the reactants needed to synthesize it. The reactants are: [CH3:1][C:2]1[N:7]=[C:6]([OH:8])[CH:5]=[C:4]([CH3:9])[N:3]=1.Br[CH2:11][C:12]([O:14][CH3:15])=[O:13].C(=O)([O-])[O-].[Cs+].[Cs+].